Dataset: Reaction yield outcomes from USPTO patents with 853,638 reactions. Task: Predict the reaction yield, written as a fraction of the theoretical maximum amount of product (1.0 means a 100% yield; for example, 0.34 means a 34% yield). (1) The reactants are [S:1]1[CH:5]=[CH:4][N:3]=[C:2]1[C:6]1[CH:16]=[CH:15][C:9]([C:10]([O:12][CH2:13][CH3:14])=[O:11])=[CH:8][CH:7]=1.[CH3:17][C:18]1[CH:23]=[CH:22][C:21](I)=[CH:20][CH:19]=1. The catalyst is C(=O)([O-])[O-].[Ag+2].C1C=CC([P]([Pd]([P](C2C=CC=CC=2)(C2C=CC=CC=2)C2C=CC=CC=2)([P](C2C=CC=CC=2)(C2C=CC=CC=2)C2C=CC=CC=2)[P](C2C=CC=CC=2)(C2C=CC=CC=2)C2C=CC=CC=2)(C2C=CC=CC=2)C2C=CC=CC=2)=CC=1. The product is [C:18]1([CH3:17])[CH:23]=[CH:22][C:21]([C:5]2[S:1][C:2]([C:6]3[CH:7]=[CH:8][C:9]([C:10]([O:12][CH2:13][CH3:14])=[O:11])=[CH:15][CH:16]=3)=[N:3][CH:4]=2)=[CH:20][CH:19]=1. The yield is 0.840. (2) The reactants are [NH2:1][C:2]1[CH:10]=[CH:9][CH:8]=[C:7]([N+:11]([O-:13])=[O:12])[C:3]=1[C:4]([OH:6])=[O:5].[C:14](OC(=O)C)(=O)[CH3:15]. No catalyst specified. The product is [CH3:14][C:15]1[O:5][C:4](=[O:6])[C:3]2[C:7]([N+:11]([O-:13])=[O:12])=[CH:8][CH:9]=[CH:10][C:2]=2[N:1]=1. The yield is 0.850. (3) The reactants are C1([O:7][C:8](=O)[NH:9][CH2:10][CH:11]2[CH2:16][CH2:15][C:14]([N:23]([CH3:25])[CH3:24])([C:17]3[CH:22]=[CH:21][CH:20]=[CH:19][CH:18]=3)[CH2:13][CH2:12]2)C=CC=CC=1.[Cl:27][C:28]1[CH:29]=[C:30]2[C:34](=[CH:35][CH:36]=1)[NH:33][CH:32]=[C:31]2[C:37]1[CH2:38][CH2:39][NH:40][CH2:41][CH:42]=1. The catalyst is O1CCOCC1. The product is [CH3:24][N:23]([CH3:25])[C:14]1([C:17]2[CH:18]=[CH:19][CH:20]=[CH:21][CH:22]=2)[CH2:15][CH2:16][CH:11]([CH2:10][NH:9][C:8]([N:40]2[CH2:39][CH:38]=[C:37]([C:31]3[C:30]4[C:34](=[CH:35][CH:36]=[C:28]([Cl:27])[CH:29]=4)[NH:33][CH:32]=3)[CH2:42][CH2:41]2)=[O:7])[CH2:12][CH2:13]1. The yield is 0.0900. (4) The reactants are [Cl:1][C:2]1[CH:3]=[C:4]([S:8]([N:11]2[C:15]([C:16]3[CH:21]=[CH:20][CH:19]=[CH:18][CH:17]=3)=[C:14]([CH3:22])[C:13]([CH:23]=O)=[CH:12]2)(=[O:10])=[O:9])[CH:5]=[CH:6][CH:7]=1.[Cl-].C[NH3+].[C:28]([BH3-])#[N:29].[Na+]. The catalyst is CO. The product is [ClH:1].[Cl:1][C:2]1[CH:3]=[C:4]([S:8]([N:11]2[C:15]([C:16]3[CH:21]=[CH:20][CH:19]=[CH:18][CH:17]=3)=[C:14]([CH3:22])[C:13]([CH2:23][NH:29][CH3:28])=[CH:12]2)(=[O:10])=[O:9])[CH:5]=[CH:6][CH:7]=1. The yield is 0.240.